From a dataset of Full USPTO retrosynthesis dataset with 1.9M reactions from patents (1976-2016). Predict the reactants needed to synthesize the given product. (1) Given the product [CH2:1]([O:3][C:4]([N:6]1[CH:11]2[CH2:12][CH2:13][CH:7]1[CH2:8][CH:9]([NH2:14])[CH2:10]2)=[O:5])[CH3:2], predict the reactants needed to synthesize it. The reactants are: [CH2:1]([O:3][C:4]([N:6]1[CH:11]2[CH2:12][CH2:13][CH:7]1[CH2:8][CH:9]([N:14]=[N+]=[N-])[CH2:10]2)=[O:5])[CH3:2]. (2) The reactants are: [C:1](I)([C:4]([C:7]([C:10]([F:13])([F:12])[F:11])([F:9])[F:8])([F:6])[F:5])([F:3])[F:2].I[C:16]1[CH:21]=[C:20]([CH3:22])[C:19](I)=[CH:18][C:17]=1[CH3:24].ClCCl.O. Given the product [F:2][C:1]([F:3])([C:16]1[CH:21]=[C:20]([CH3:22])[C:19]([C:1]([F:3])([F:2])[C:4]([F:5])([F:6])[C:7]([F:8])([F:9])[C:10]([F:13])([F:12])[F:11])=[CH:18][C:17]=1[CH3:24])[C:4]([F:6])([F:5])[C:7]([F:9])([F:8])[C:10]([F:13])([F:12])[F:11], predict the reactants needed to synthesize it. (3) Given the product [N+:1]([C:4]1[CH:5]=[C:6]([NH:7][C:16](=[O:17])[C:15]2[CH:19]=[CH:20][CH:21]=[C:13]([C:12]([F:11])([F:22])[F:23])[CH:14]=2)[CH:8]=[CH:9][CH:10]=1)([O-:3])=[O:2], predict the reactants needed to synthesize it. The reactants are: [N+:1]([C:4]1[CH:5]=[C:6]([CH:8]=[CH:9][CH:10]=1)[NH2:7])([O-:3])=[O:2].[F:11][C:12]([F:23])([F:22])[C:13]1[CH:14]=[C:15]([CH:19]=[CH:20][CH:21]=1)[C:16](Cl)=[O:17].CO. (4) Given the product [CH2:7]([O:6][C:3](=[O:5])[CH:4]=[CH:9][O-:10])[CH3:8].[Na+:2], predict the reactants needed to synthesize it. The reactants are: [H-].[Na+:2].[C:3]([O:6][CH2:7][CH3:8])(=[O:5])[CH3:4].[CH:9](OCC)=[O:10]. (5) The reactants are: C(OC([N:8]1[CH2:13][CH2:12][CH:11]([CH2:14][CH2:15][CH2:16][NH2:17])[CH2:10][CH2:9]1)=O)(C)(C)C.[CH3:18][NH:19][C:20]([C:22]1[CH:23]=[CH:24][C:25]2[CH:29]=[C:28]([C:30]3[C:35]([Cl:36])=[CH:34][N:33]=[C:32](Cl)[N:31]=3)[S:27][C:26]=2[CH:38]=1)=[O:21].C(N(C(C)C)CC)(C)C.C([SiH](CC)CC)C.C(O)(C(F)(F)F)=O. Given the product [CH3:18][NH:19][C:20]([C:22]1[CH:23]=[CH:24][C:25]2[CH:29]=[C:28]([C:30]3[C:35]([Cl:36])=[CH:34][N:33]=[C:32]([NH:17][CH2:16][CH2:15][CH2:14][CH:11]4[CH2:10][CH2:9][NH:8][CH2:13][CH2:12]4)[N:31]=3)[S:27][C:26]=2[CH:38]=1)=[O:21], predict the reactants needed to synthesize it. (6) Given the product [Cl:11][C:8]1[N:9]=[CH:10][C:5]2[S:4][CH:3]=[C:2]([C:23]3[CH:24]=[C:19]([NH2:18])[CH:20]=[CH:21][CH:22]=3)[C:6]=2[N:7]=1, predict the reactants needed to synthesize it. The reactants are: Br[C:2]1[C:6]2[N:7]=[C:8]([Cl:11])[N:9]=[CH:10][C:5]=2[S:4][CH:3]=1.C(=O)([O-])[O-].[Na+].[Na+].[NH2:18][C:19]1[CH:20]=[C:21](B(O)O)[CH:22]=[CH:23][CH:24]=1.CC(C1C=C(C(C)C)C(C2C(P(C(C)(C)C)C(C)(C)C)=CC=CC=2)=C(C(C)C)C=1)C. (7) Given the product [Cl:23][C:19]1[CH:18]=[C:17]([C:4]2[NH:5][CH:6]=[C:2]([C:40]3[CH2:41][CH2:42][N:43]4[C@H:38]([CH:39]=3)[CH2:37][C@@H:36]([C:30]3[CH:31]=[CH:32][CH:33]=[CH:34][CH:35]=3)[CH2:44]4)[C:3]=2[C:24]2[CH:29]=[CH:28][N:27]=[CH:26][CH:25]=2)[CH:22]=[CH:21][CH:20]=1, predict the reactants needed to synthesize it. The reactants are: Br[C:2]1[C:3]([C:24]2[CH:29]=[CH:28][N:27]=[CH:26][CH:25]=2)=[C:4]([C:17]2[CH:22]=[CH:21][CH:20]=[C:19]([Cl:23])[CH:18]=2)[N:5]([Si](C(C)C)(C(C)C)C(C)C)[CH:6]=1.[C:30]1([C@H:36]2[CH2:44][N:43]3[C@H:38]([CH2:39][C:40](=O)[CH2:41][CH2:42]3)[CH2:37]2)[CH:35]=[CH:34][CH:33]=[CH:32][CH:31]=1.C(OCC)(=O)C.CO. (8) Given the product [CH2:18]([N:15]1[C:16]2[CH:17]=[C:9]3[N:8]=[C:7]([C:3]4[C:2]([NH:1][C:30]([C:25]5[CH:26]=[N:27][CH:28]=[CH:29][N:24]=5)=[O:31])=[CH:6][NH:5][N:4]=4)[NH:23][C:10]3=[CH:11][C:12]=2[C:13]([CH3:22])([CH3:21])[C:14]1=[O:20])[CH3:19], predict the reactants needed to synthesize it. The reactants are: [NH2:1][C:2]1[C:3]([C:7]2[NH:23][C:10]3=[CH:11][C:12]4[C:13]([CH3:22])([CH3:21])[C:14](=[O:20])[N:15]([CH2:18][CH3:19])[C:16]=4[CH:17]=[C:9]3[N:8]=2)=[N:4][NH:5][CH:6]=1.[N:24]1[CH:29]=[CH:28][N:27]=[CH:26][C:25]=1[C:30](O)=[O:31]. (9) Given the product [CH3:41][O:42][CH2:43][C:44]1[CH:45]=[CH:46][C:47]([O:52][C:53]([F:54])([F:55])[F:56])=[C:48]([CH:49]=1)[CH2:50][NH:51][C:36](=[O:37])[NH:1][C:2]1[N:6]([C:7]2[CH:8]=[CH:9][CH:10]=[CH:11][CH:12]=2)[N:5]=[C:4]([O:13][C@@H:14]2[CH2:18][CH2:17][N:16]([C:19]([O:21][C:22]([CH3:23])([CH3:25])[CH3:24])=[O:20])[CH2:15]2)[C:3]=1[CH3:26], predict the reactants needed to synthesize it. The reactants are: [NH2:1][C:2]1[N:6]([C:7]2[CH:12]=[CH:11][CH:10]=[CH:9][CH:8]=2)[N:5]=[C:4]([O:13][C@@H:14]2[CH2:18][CH2:17][N:16]([C:19]([O:21][C:22]([CH3:25])([CH3:24])[CH3:23])=[O:20])[CH2:15]2)[C:3]=1[CH3:26].C1(C2C=CC([CH2:36][O:37]C)=CC=2CN)CC1.[CH3:41][O:42][CH2:43][C:44]1[CH:45]=[CH:46][C:47]([O:52][C:53]([F:56])([F:55])[F:54])=[C:48]([CH2:50][NH2:51])[CH:49]=1.